The task is: Predict the product of the given reaction.. This data is from Forward reaction prediction with 1.9M reactions from USPTO patents (1976-2016). Given the reactants [CH3:1][C:2]1[NH:6][N:5]=[C:4]([CH:7]=[O:8])[CH:3]=1.C(N(CC)CC)C.Cl[C:17]([C:30]1[CH:35]=[CH:34][CH:33]=[CH:32][CH:31]=1)([C:24]1[CH:29]=[CH:28][CH:27]=[CH:26][CH:25]=1)[C:18]1[CH:23]=[CH:22][CH:21]=[CH:20][CH:19]=1, predict the reaction product. The product is: [CH3:1][C:2]1[N:6]([C:17]([C:18]2[CH:23]=[CH:22][CH:21]=[CH:20][CH:19]=2)([C:30]2[CH:31]=[CH:32][CH:33]=[CH:34][CH:35]=2)[C:24]2[CH:25]=[CH:26][CH:27]=[CH:28][CH:29]=2)[N:5]=[C:4]([CH:7]=[O:8])[CH:3]=1.